Dataset: Forward reaction prediction with 1.9M reactions from USPTO patents (1976-2016). Task: Predict the product of the given reaction. (1) Given the reactants [F:1][C:2]([F:20])([F:19])[C:3]1[CH:8]=[CH:7][C:6]([C:9]2[CH:13]=[C:12]([CH2:14][CH2:15][CH2:16][CH2:17][OH:18])[O:11][N:10]=2)=[CH:5][CH:4]=1.O[C:22]1[CH:27]=[CH:26][CH:25]=[CH:24][C:23]=1[CH2:28][C:29]([O:31]C)=[O:30].C1(P(C2C=CC=CC=2)C2C=CC=CC=2)C=CC=CC=1.N(C(OCC)=O)=NC(OCC)=O, predict the reaction product. The product is: [F:20][C:2]([F:1])([F:19])[C:3]1[CH:4]=[CH:5][C:6]([C:9]2[CH:13]=[C:12]([CH2:14][CH2:15][CH2:16][CH2:17][O:18][C:22]3[CH:27]=[CH:26][CH:25]=[CH:24][C:23]=3[CH2:28][C:29]([OH:31])=[O:30])[O:11][N:10]=2)=[CH:7][CH:8]=1. (2) Given the reactants [N:1]1[CH:6]=[CH:5][C:4](/[C:7](/[CH3:14])=[CH:8]\[C:9]([O:11][CH2:12][CH3:13])=[O:10])=[CH:3][CH:2]=1, predict the reaction product. The product is: [N:1]1[CH:6]=[CH:5][C:4]([CH:7]([CH3:14])[CH2:8][C:9]([O:11][CH2:12][CH3:13])=[O:10])=[CH:3][CH:2]=1. (3) Given the reactants [OH:1][C:2]1[CH:3]=[C:4]([CH:9]=[C:10]([OH:12])[CH:11]=1)[C:5]([O:7][CH3:8])=[O:6].[F:13][C:14]([F:26])([F:25])[S:15]([C:18]1[CH:23]=[CH:22][C:21](Cl)=[CH:20][CH:19]=1)(=[O:17])=[O:16].C(=O)([O-])[O-].[K+].[K+].[OH2:33], predict the reaction product. The product is: [CH3:8][O:7][C:5](=[O:6])[C:4]1[CH:3]=[C:2]([O:1][C:21]2[CH:22]=[CH:23][C:18]([S:15]([C:14]([F:26])([F:25])[F:13])(=[O:17])=[O:16])=[CH:19][CH:20]=2)[CH:11]=[C:10]([O:12][C:21]2[CH:20]=[CH:19][C:18]([S:15]([C:14]([F:26])([F:13])[F:25])(=[O:16])=[O:33])=[CH:23][CH:22]=2)[CH:9]=1. (4) Given the reactants [NH2:1][C:2]1[N:7]=[C:6]([NH2:8])[C:5]([N:9]2[CH2:14][CH2:13][N:12]([C:15]3[CH:22]=[CH:21][C:18]([CH:19]=O)=[CH:17][CH:16]=3)[CH2:11][CH2:10]2)=[C:4]([CH3:23])[N:3]=1.Cl.[CH2:25]([O:33][C:34](=[O:38])[CH2:35][O:36][NH2:37])[CH2:26][C:27]1[CH:32]=[CH:31][CH:30]=[CH:29][CH:28]=1.Cl.C(O)(C)C, predict the reaction product. The product is: [CH2:25]([O:33][C:34](=[O:38])[CH2:35][O:36][N:37]=[CH:19][C:18]1[CH:17]=[CH:16][C:15]([N:12]2[CH2:11][CH2:10][N:9]([C:5]3[C:6]([NH2:8])=[N:7][C:2]([NH2:1])=[N:3][C:4]=3[CH3:23])[CH2:14][CH2:13]2)=[CH:22][CH:21]=1)[CH2:26][C:27]1[CH:32]=[CH:31][CH:30]=[CH:29][CH:28]=1. (5) Given the reactants [CH2:1]([O:8][C:9]([NH:11][C@H:12]1[C@H:16]([OH:17])[CH2:15][N:14](C(OC(C)(C)C)=O)[CH2:13]1)=[O:10])[C:2]1[CH:7]=[CH:6][CH:5]=[CH:4][CH:3]=1.C(O)(C(F)(F)F)=O, predict the reaction product. The product is: [OH:17][C@@H:16]1[CH2:15][NH:14][CH2:13][C@H:12]1[NH:11][C:9](=[O:10])[O:8][CH2:1][C:2]1[CH:3]=[CH:4][CH:5]=[CH:6][CH:7]=1. (6) Given the reactants [CH2:1]([N:8]1[C:12]([CH3:13])=[C:11]([CH2:14][C:15]([OH:17])=[O:16])[C:10]([CH3:18])=[N:9]1)[C:2]1[CH:7]=[CH:6][CH:5]=[CH:4][CH:3]=1.[C:19]([O-])(O)=O.[Na+], predict the reaction product. The product is: [CH3:19][O:16][C:15](=[O:17])[CH2:14][C:11]1[C:10]([CH3:18])=[N:9][N:8]([CH2:1][C:2]2[CH:7]=[CH:6][CH:5]=[CH:4][CH:3]=2)[C:12]=1[CH3:13].